This data is from Retrosynthesis with 50K atom-mapped reactions and 10 reaction types from USPTO. The task is: Predict the reactants needed to synthesize the given product. (1) Given the product CN1CCC(C(=O)c2cccc(NC(=O)c3c(F)cccc3F)c2)CC1, predict the reactants needed to synthesize it. The reactants are: CN1CCC(C(=O)c2cccc(N)c2)CC1.O=C(Cl)c1c(F)cccc1F. (2) The reactants are: C=CB1OB(C=C)OB(C=C)O1.Cc1nc2cc(-c3ccccc3)c(-c3ccc(C4(NC(=O)OC(C)(C)C)CCC4)cc3)nn2c1Br. Given the product C=Cc1c(C)nc2cc(-c3ccccc3)c(-c3ccc(C4(NC(=O)OC(C)(C)C)CCC4)cc3)nn12, predict the reactants needed to synthesize it.